Dataset: Catalyst prediction with 721,799 reactions and 888 catalyst types from USPTO. Task: Predict which catalyst facilitates the given reaction. (1) Reactant: CC(C)([O-])C.[K+].[CH:7]([C:10]1[N:14]=[C:13]([N:15]2[CH2:20][CH2:19][CH:18]([OH:21])[CH2:17][CH2:16]2)[O:12][N:11]=1)([CH3:9])[CH3:8].[Cl:22][C:23]1[C:28]([CH3:29])=[C:27](Cl)[N:26]=[CH:25][N:24]=1. The catalyst class is: 1. Product: [Cl:22][C:23]1[N:24]=[CH:25][N:26]=[C:27]([O:21][CH:18]2[CH2:17][CH2:16][N:15]([C:13]3[O:12][N:11]=[C:10]([CH:7]([CH3:9])[CH3:8])[N:14]=3)[CH2:20][CH2:19]2)[C:28]=1[CH3:29]. (2) Reactant: [OH:1][CH:2]1[CH2:7][CH2:6][NH:5][CH2:4][CH2:3]1.[N:8]#[C:9]Br.C(=O)([O-])O.[Na+]. Product: [OH:1][CH:2]1[CH2:7][CH2:6][N:5]([C:9]#[N:8])[CH2:4][CH2:3]1. The catalyst class is: 8. (3) Reactant: [SH:1][C:2]1[NH:3][C:4]2[CH:10]=[CH:9][CH:8]=[CH:7][C:5]=2[N:6]=1.[CH3:11][CH:12]1[S:16](=[O:18])(=[O:17])[O:15][CH2:14][CH2:13]1. Product: [NH:3]1[C:4]2[CH:10]=[CH:9][CH:8]=[CH:7][C:5]=2[N:6]=[C:2]1[S:1][CH2:14][CH2:13][CH:12]([S:16]([OH:18])(=[O:17])=[O:15])[CH3:11]. The catalyst class is: 38. (4) Reactant: [N:1]([CH2:4][CH:5]1[O:9][C:8]2[C:10]3[CH2:11][CH2:12][CH2:13][CH2:14][C:15]=3[CH:16]=[CH:17][C:7]=2[CH2:6]1)=[N+]=[N-]. Product: [O:9]1[CH:5]([CH2:4][NH2:1])[CH2:6][C:7]2[CH:17]=[CH:16][C:15]3[CH2:14][CH2:13][CH2:12][CH2:11][C:10]=3[C:8]1=2. The catalyst class is: 45. (5) Reactant: [CH2:1]([C:3]1[CH:4]=[CH:5][CH:6]=[C:7]2[C:11]=1[NH:10][CH:9]=[CH:8]2)[CH3:2].[CH3:12][C:13]1([CH3:21])[O:20][C:18](=[O:19])[CH2:17][C:15](=[O:16])[O:14]1.[F:22][C:23]([F:33])([F:32])[C:24]1[CH:31]=[CH:30][C:27]([CH:28]=O)=[CH:26][CH:25]=1.N1CCCC1C(O)=O. Product: [CH2:1]([C:3]1[CH:4]=[CH:5][CH:6]=[C:7]2[C:11]=1[NH:10][CH:9]=[C:8]2[CH:28]([C:27]1[CH:26]=[CH:25][C:24]([C:23]([F:22])([F:32])[F:33])=[CH:31][CH:30]=1)[CH:17]1[C:18](=[O:19])[O:20][C:13]([CH3:21])([CH3:12])[O:14][C:15]1=[O:16])[CH3:2]. The catalyst class is: 10. (6) Reactant: [CH3:1][N:2]1[CH2:8][CH2:7][CH2:6][N:5]([C:9]2[N:14]=[C:13]([C:15]3[O:19][C:18]([CH:20]=O)=[CH:17][CH:16]=3)[CH:12]=[N:11][CH:10]=2)[CH2:4][CH2:3]1.[S:22]1[CH2:28][C:26](=[O:27])[NH:25][C:23]1=[S:24].N1CCCCC1.O. Product: [CH3:1][N:2]1[CH2:8][CH2:7][CH2:6][N:5]([C:9]2[N:14]=[C:13]([C:15]3[O:19][C:18]([CH:20]=[C:28]4[S:22][C:23](=[S:24])[NH:25][C:26]4=[O:27])=[CH:17][CH:16]=3)[CH:12]=[N:11][CH:10]=2)[CH2:4][CH2:3]1. The catalyst class is: 14. (7) Reactant: [CH3:1][N:2]([C:12]1[N:17]=[C:16]([C:18]2[CH:23]=[CH:22][CH:21]=[CH:20][CH:19]=2)[CH:15]=[CH:14][N:13]=1)[C:3]1[CH:8]=[CH:7][N:6]=[C:5](S(C)=O)[N:4]=1.[Cl:24][C:25]1[CH:30]=[CH:29][CH:28]=[CH:27][C:26]=1[CH2:31][CH2:32][NH2:33]. Product: [Cl:24][C:25]1[CH:30]=[CH:29][CH:28]=[CH:27][C:26]=1[CH2:31][CH2:32][NH:33][C:5]1[N:4]=[C:3]([N:2]([CH3:1])[C:12]2[N:17]=[C:16]([C:18]3[CH:23]=[CH:22][CH:21]=[CH:20][CH:19]=3)[CH:15]=[CH:14][N:13]=2)[CH:8]=[CH:7][N:6]=1. The catalyst class is: 16. (8) Reactant: F[C:2]1[CH:7]=[C:6]([CH:8]([CH2:17][C:18](=[O:23])[C:19]([CH3:22])([CH3:21])[CH3:20])[C:9]([C:11]2[CH:16]=[CH:15][CH:14]=[CH:13][CH:12]=2)=O)[CH:5]=[CH:4][N:3]=1.C([O-])(O)=[O:25].[Na+].CCOC(C)=O. Product: [C:19]([C:18]1[O:23][C:9]([C:11]2[CH:16]=[CH:15][CH:14]=[CH:13][CH:12]=2)=[C:8]([C:6]2[CH:5]=[CH:4][NH:3][C:2](=[O:25])[CH:7]=2)[CH:17]=1)([CH3:22])([CH3:20])[CH3:21]. The catalyst class is: 15. (9) Reactant: [NH2:1][C:2]1[C:3]([Cl:9])=[N:4][CH:5]=[C:6]([Br:8])[CH:7]=1.[CH3:10][C:11]1[CH:16]=[CH:15][C:14]([CH3:17])=[CH:13][C:12]=1[S:18](Cl)(=[O:20])=[O:19]. Product: [Br:8][C:6]1[CH:7]=[C:2]([NH:1][S:18]([C:12]2[CH:13]=[C:14]([CH3:17])[CH:15]=[CH:16][C:11]=2[CH3:10])(=[O:20])=[O:19])[C:3]([Cl:9])=[N:4][CH:5]=1. The catalyst class is: 17. (10) Reactant: [CH2:1]([N:8]1[C:12]([C:13]2[CH:18]=[CH:17][CH:16]=[CH:15][C:14]=2[C:19]2[CH:24]=[CH:23][C:22]([CH2:25]Br)=[CH:21][CH:20]=2)=[N:11][N:10]=[N:9]1)[C:2]1[CH:7]=[CH:6][CH:5]=[CH:4][CH:3]=1.[C:27]([O:31][C:32]([NH:34][C:35]1[C:44]([N+:45]([O-:47])=[O:46])=[CH:43][CH:42]=[CH:41][C:36]=1[C:37]([O:39][CH3:40])=[O:38])=[O:33])([CH3:30])([CH3:29])[CH3:28].C(=O)([O-])[O-].[K+].[K+]. The catalyst class is: 10. Product: [C:27]([O:31][C:32]([N:34]([C:35]1[C:44]([N+:45]([O-:47])=[O:46])=[CH:43][CH:42]=[CH:41][C:36]=1[C:37]([O:39][CH3:40])=[O:38])[CH2:25][C:22]1[CH:23]=[CH:24][C:19]([C:14]2[CH:15]=[CH:16][CH:17]=[CH:18][C:13]=2[C:12]2[N:8]([CH2:1][C:2]3[CH:7]=[CH:6][CH:5]=[CH:4][CH:3]=3)[N:9]=[N:10][N:11]=2)=[CH:20][CH:21]=1)=[O:33])([CH3:30])([CH3:28])[CH3:29].